Predict the reaction yield, written as a fraction of the theoretical maximum amount of product (1.0 means a 100% yield; for example, 0.34 means a 34% yield). From a dataset of Reaction yield outcomes from USPTO patents with 853,638 reactions. (1) The reactants are C([O:9][C:10]1[CH:15]=[CH:14][C:13]([O:16][CH2:17][C:18]([O:20][CH3:21])=[O:19])=[C:12]([N+:22]([O-:24])=[O:23])[CH:11]=1)(=O)C1C=CC=CC=1.C[O-].[Na+]. The catalyst is CO. The product is [CH3:21][O:20][C:18]([CH2:17][O:16][C:13]1[CH:14]=[CH:15][C:10]([OH:9])=[CH:11][C:12]=1[N+:22]([O-:24])=[O:23])=[O:19]. The yield is 0.850. (2) The reactants are F[P-](F)(F)(F)(F)F.[N:8]1(OC(N(C)C)=[N+](C)C)[C:12]2[N:13]=[CH:14][CH:15]=C[C:11]=2[N:10]=N1.[Cl:25][C:26]1[CH:31]=[CH:30][CH:29]=[CH:28][C:27]=1[N:32]1[C:36]2=[N:37][CH:38]=[N:39][C:40]([O:41][C@@H:42]([CH2:46][O:47][CH:48]([CH3:50])[CH3:49])[C:43](O)=[O:44])=[C:35]2[CH:34]=[N:33]1.NC1C=NC=CN=1.C(N(C(C)C)C(C)C)C. The catalyst is C(Cl)Cl.O. The product is [Cl:25][C:26]1[CH:31]=[CH:30][CH:29]=[CH:28][C:27]=1[N:32]1[C:36]2[N:37]=[CH:38][N:39]=[C:40]([O:41][CH:42]([CH2:46][O:47][CH:48]([CH3:49])[CH3:50])[C:43]([NH:8][C:12]3[CH:11]=[N:10][CH:15]=[CH:14][N:13]=3)=[O:44])[C:35]=2[CH:34]=[N:33]1. The yield is 0.390. (3) The reactants are [CH3:1][S:2]([C:5]1[CH:21]=[CH:20][C:8]([CH2:9][O:10][C:11]2[CH:19]=[CH:18][C:14]([CH:15]=[N:16][OH:17])=[CH:13][CH:12]=2)=[CH:7][CH:6]=1)(=[O:4])=[O:3].ClN1[C:27](=[O:28])[CH2:26][CH2:25][C:24]1=O.C(N([CH2:35][CH3:36])CC)C.CN(C=[O:41])C. The catalyst is C1COCC1. The product is [CH2:35]([O:41][C:27]([C:26]1[C:15]([C:14]2[CH:18]=[CH:19][C:11]([O:10][CH2:9][C:8]3[CH:20]=[CH:21][C:5]([S:2]([CH3:1])(=[O:3])=[O:4])=[CH:6][CH:7]=3)=[CH:12][CH:13]=2)=[N:16][O:17][C:25]=1[CH3:24])=[O:28])[CH3:36]. The yield is 0.380. (4) The reactants are [NH2:1][C:2]1[N:10]=[CH:9][N:8]=[C:7]2[C:3]=1[N:4]([C:25]1[CH:30]=[CH:29][C:28]([O:31][C:32]3[CH:37]=[CH:36][CH:35]=[CH:34][CH:33]=3)=[CH:27][CH:26]=1)[C:5](=[O:24])[N:6]2[C:11]1[CH:12]=[C:13]([NH:17][C:18](=[O:23])/[CH:19]=[CH:20]/[CH2:21]Br)[CH:14]=[CH:15][CH:16]=1.C([O-])([O-])=O.[K+].[K+].[CH:44]1([NH2:47])[CH2:46][CH2:45]1. The catalyst is CC#N. The product is [NH2:1][C:2]1[N:10]=[CH:9][N:8]=[C:7]2[C:3]=1[N:4]([C:25]1[CH:30]=[CH:29][C:28]([O:31][C:32]3[CH:37]=[CH:36][CH:35]=[CH:34][CH:33]=3)=[CH:27][CH:26]=1)[C:5](=[O:24])[N:6]2[C:11]1[CH:12]=[C:13]([NH:17][C:18](=[O:23])/[CH:19]=[CH:20]/[CH2:21][NH:47][CH:44]2[CH2:46][CH2:45]2)[CH:14]=[CH:15][CH:16]=1. The yield is 0.110. (5) The catalyst is C(#N)C.O. The reactants are [CH3:1][CH:2]([CH3:31])[CH2:3][C@H:4]([NH:23][C:24](=[O:30])[O:25][C:26]([CH3:29])([CH3:28])[CH3:27])[CH2:5][O:6][C:7]1[CH:8]=[CH:9][C:10]2[C:19]3[C:14](=[CH:15][N:16]=[CH:17][CH:18]=3)[C:13](=[O:20])[N:12]([CH3:21])[C:11]=2[CH:22]=1.[Br:32]N1C(=O)CCC1=O. The yield is 0.680. The product is [Br:32][C:8]1[C:7]([O:6][CH2:5][C@@H:4]([NH:23][C:24](=[O:30])[O:25][C:26]([CH3:29])([CH3:28])[CH3:27])[CH2:3][CH:2]([CH3:31])[CH3:1])=[CH:22][C:11]2[N:12]([CH3:21])[C:13](=[O:20])[C:14]3[C:19]([C:10]=2[CH:9]=1)=[CH:18][CH:17]=[N:16][CH:15]=3. (6) The reactants are [F:1][C:2]1([F:18])[C:10]2[C:5](=[CH:6][CH:7]=[CH:8][CH:9]=2)[N:4]([CH:11]2[CH2:16][CH2:15][NH:14][CH2:13][CH2:12]2)[C:3]1=[O:17].[CH:19]1([CH:22]([CH3:34])[CH2:23][NH:24][C:25]([C:27]2[N:28]=[N:29][C:30](Cl)=[CH:31][CH:32]=2)=[O:26])[CH2:21][CH2:20]1.C([O-])([O-])=O.[K+].[K+]. The catalyst is [N+](CCCC)(CCCC)(CCCC)CCCC.[I-].O1CCOCC1. The product is [CH:19]1([CH:22]([CH3:34])[CH2:23][NH:24][C:25]([C:27]2[N:28]=[N:29][C:30]([N:14]3[CH2:13][CH2:12][CH:11]([N:4]4[C:5]5[C:10](=[CH:9][CH:8]=[CH:7][CH:6]=5)[C:2]([F:1])([F:18])[C:3]4=[O:17])[CH2:16][CH2:15]3)=[CH:31][CH:32]=2)=[O:26])[CH2:21][CH2:20]1. The yield is 0.600. (7) The reactants are C(OC(=O)N[C:8]([CH3:29])(C)[CH2:9][C:10]1[C:18]2[C:13](=[C:14](OC3C(C#N)=CC=CN=3)[CH:15]=[CH:16][CH:17]=2)[NH:12]C=1)(C)(C)C.Cl.O1CCO[CH2:34][CH2:33]1. No catalyst specified. The product is [CH3:33][CH2:34][CH2:29][CH2:8][CH2:9][CH2:10][CH2:18][CH2:17][CH2:16][CH2:15][CH2:14][CH2:13][NH2:12]. The yield is 0.830.